From a dataset of Reaction yield outcomes from USPTO patents with 853,638 reactions. Predict the reaction yield, written as a fraction of the theoretical maximum amount of product (1.0 means a 100% yield; for example, 0.34 means a 34% yield). (1) The reactants are CC1(C)C(C)(C)OB([C:9]2[CH:14]=[CH:13][C:12]([N:15]3[C:27]4[CH:26]=[CH:25][CH:24]=[CH:23][C:22]=4[C:21]4[C:16]3=[CH:17][CH:18]=[CH:19][CH:20]=4)=[CH:11][CH:10]=2)O1.[Br:29][C:30]1[CH:31]=[CH:32][C:33](I)=[N:34][CH:35]=1.C([O-])([O-])=O.[Na+].[Na+].O. The catalyst is C1C=CC([P]([Pd]([P](C2C=CC=CC=2)(C2C=CC=CC=2)C2C=CC=CC=2)([P](C2C=CC=CC=2)(C2C=CC=CC=2)C2C=CC=CC=2)[P](C2C=CC=CC=2)(C2C=CC=CC=2)C2C=CC=CC=2)(C2C=CC=CC=2)C2C=CC=CC=2)=CC=1.CCOC(C)=O.C1COCC1. The product is [Br:29][C:30]1[CH:31]=[CH:32][C:33]([C:9]2[CH:14]=[CH:13][C:12]([N:15]3[C:16]4[CH:17]=[CH:18][CH:19]=[CH:20][C:21]=4[C:22]4[C:27]3=[CH:26][CH:25]=[CH:24][CH:23]=4)=[CH:11][CH:10]=2)=[N:34][CH:35]=1. The yield is 0.900. (2) The reactants are C[O:2][C:3]1[N:4]=[N:5][C:6]([S:9]([C:12]2[NH:13][C:14]3[C:19]([C:20]=2[Cl:21])=[CH:18][CH:17]=[CH:16][CH:15]=3)(=[O:11])=[O:10])=[CH:7][CH:8]=1.Cl. The catalyst is O1CCOCC1. The product is [Cl:21][C:20]1[C:19]2[C:14](=[CH:15][CH:16]=[CH:17][CH:18]=2)[NH:13][C:12]=1[S:9]([C:6]1[CH:7]=[CH:8][C:3](=[O:2])[NH:4][N:5]=1)(=[O:11])=[O:10]. The yield is 0.990. (3) The reactants are C([O:8][C:9]1[C:14](=[O:15])[CH:13]=[C:12]([CH2:16][NH:17][S:18]([C:21]2[CH:26]=[CH:25][C:24]([Cl:27])=[CH:23][CH:22]=2)(=[O:20])=[O:19])[N:11]([CH3:28])[C:10]=1[C:29]([OH:31])=[O:30])C1C=CC=CC=1.C1(S(C(N)C2N(C)C(C(O)=O)=C(O)C(=O)C=2)(=O)=O)C=CC=CC=1. No catalyst specified. The product is [Cl:27][C:24]1[CH:25]=[CH:26][C:21]([S:18]([NH:17][CH2:16][C:12]2[N:11]([CH3:28])[C:10]([C:29]([OH:31])=[O:30])=[C:9]([OH:8])[C:14](=[O:15])[CH:13]=2)(=[O:19])=[O:20])=[CH:22][CH:23]=1. The yield is 0.316. (4) The reactants are [Cl:1][C:2]1[CH:7]=[CH:6][C:5]([S:8](Cl)(=[O:10])=[O:9])=[CH:4][CH:3]=1.[Br:12][C:13]1[C:22]2[O:21][CH2:20][CH2:19][NH:18][C:17]=2[CH:16]=[C:15]([CH3:23])[CH:14]=1.N1C=CC=CC=1.O. The catalyst is ClCCl. The product is [Br:12][C:13]1[C:22]2[O:21][CH2:20][CH2:19][N:18]([S:8]([C:5]3[CH:6]=[CH:7][C:2]([Cl:1])=[CH:3][CH:4]=3)(=[O:10])=[O:9])[C:17]=2[CH:16]=[C:15]([CH3:23])[CH:14]=1. The yield is 0.840. (5) The reactants are [CH3:1][O:2][C:3]1[CH:8]=[CH:7][C:6]([NH:9][CH:10]=[C:11]([C:17]([O:19]CC)=O)[C:12]([O:14][CH2:15][CH3:16])=[O:13])=[CH:5][C:4]=1[CH3:22].CCCCCC. The catalyst is C1(OC2C=CC=CC=2)C=CC=CC=1. The product is [CH3:1][O:2][C:3]1[CH:8]=[C:7]2[C:6](=[CH:5][C:4]=1[CH3:22])[NH:9][CH:10]=[C:11]([C:12]([O:14][CH2:15][CH3:16])=[O:13])[C:17]2=[O:19]. The yield is 0.350. (6) The reactants are CC(OC(/N=N/C(OC(C)C)=O)=O)C.Cl[C:16]1[C:25]2[C:20](=[CH:21][C:22]([CH2:26][OH:27])=[CH:23][CH:24]=2)[N:19]=[C:18]([CH3:28])[CH:17]=1.C1(P(C2C=CC=CC=2)C2C=CC=CC=2)C=CC=CC=1.[CH3:48][O:49][C:50]1[CH:55]=[CH:54][CH:53]=[CH:52][C:51]=1O.[NH:57]1[CH2:61][CH2:60][CH2:59][CH2:58]1.[C:62]([OH:67])(=[O:66])[C:63]([OH:65])=[O:64]. The catalyst is ClCCl.C(O)C. The product is [C:62]([OH:67])(=[O:66])[C:63]([OH:65])=[O:64].[CH3:48][O:49][C:50]1[CH:55]=[CH:54][CH:53]=[CH:52][C:51]=1[O:27][CH2:26][C:22]1[CH:21]=[C:20]2[C:25]([C:16]([N:57]3[CH2:61][CH2:60][CH2:59][CH2:58]3)=[CH:17][C:18]([CH3:28])=[N:19]2)=[CH:24][CH:23]=1. The yield is 0.430.